The task is: Predict which catalyst facilitates the given reaction.. This data is from Catalyst prediction with 721,799 reactions and 888 catalyst types from USPTO. (1) Reactant: [CH2:1]([O:3][CH:4]([O:20][CH2:21][CH3:22])[C:5]1([C@H:8]([NH:11][C@H:12]([C:14]2[CH:19]=[CH:18][CH:17]=[CH:16][CH:15]=2)[CH3:13])[C:9]#[N:10])[CH2:7][CH2:6]1)[CH3:2].[OH-].[Na+].[H][H]. Product: [NH2:10][CH2:9][C@@H:8]([NH:11][C@H:12]([C:14]1[CH:15]=[CH:16][CH:17]=[CH:18][CH:19]=1)[CH3:13])[C:5]1([CH:4]([O:3][CH2:1][CH3:2])[O:20][CH2:21][CH3:22])[CH2:7][CH2:6]1. The catalyst class is: 171. (2) Reactant: C([O:3][C:4](=O)[CH2:5][C:6](=O)[CH2:7][N:8]1[C:12]([CH3:13])=[C:11]([CH2:14][C:15]2[CH:23]=[C:22]([CH3:24])[C:21]([O:25][CH3:26])=[C:20]3[C:16]=2[CH2:17][CH2:18][CH2:19]3)[C:10]([CH3:27])=[N:9]1)C.Cl.[C:31]([NH2:34])(=[NH:33])[CH3:32].[O-]CC.[Na+]. Product: [CH3:26][O:25][C:21]1[C:22]([CH3:24])=[CH:23][C:15]([CH2:14][C:11]2[C:10]([CH3:27])=[N:9][N:8]([CH2:7][C:6]3[N:33]=[C:31]([CH3:32])[NH:34][C:4](=[O:3])[CH:5]=3)[C:12]=2[CH3:13])=[C:16]2[C:20]=1[CH2:19][CH2:18][CH2:17]2. The catalyst class is: 8. (3) Reactant: Br[C:2]1[N:3]=[CH:4][C:5]([NH2:8])=[N:6][CH:7]=1.[CH3:9][C:10]1([CH3:21])[C:14](C)(C)OB(CC(C)=C)O1.[F-].[Cs+]. Product: [CH3:14][C:10](=[CH2:9])[CH2:21][C:2]1[N:3]=[CH:4][C:5]([NH2:8])=[N:6][CH:7]=1. The catalyst class is: 462.